The task is: Predict the reactants needed to synthesize the given product.. This data is from Full USPTO retrosynthesis dataset with 1.9M reactions from patents (1976-2016). Given the product [CH2:18]([O:20][C:21]1[CH:22]=[C:23]([CH:24]2[C:9]([C:6]3[CH:7]=[CH:8][C:3]([O:2][CH3:1])=[CH:4][CH:5]=3)=[C:10]([C:12]3[CH:17]=[CH:16][CH:15]=[CH:14][CH:13]=3)[NH:36][C:34](=[O:35])[NH:33]2)[CH:26]=[C:27]([N+:30]([O-:32])=[O:31])[C:28]=1[OH:29])[CH3:19], predict the reactants needed to synthesize it. The reactants are: [CH3:1][O:2][C:3]1[CH:8]=[CH:7][C:6]([CH2:9][C:10]([C:12]2[CH:17]=[CH:16][CH:15]=[CH:14][CH:13]=2)=O)=[CH:5][CH:4]=1.[CH2:18]([O:20][C:21]1[CH:22]=[C:23]([CH:26]=[C:27]([N+:30]([O-:32])=[O:31])[C:28]=1[OH:29])[CH:24]=O)[CH3:19].[NH2:33][C:34]([NH2:36])=[O:35].Cl.